From a dataset of Reaction yield outcomes from USPTO patents with 853,638 reactions. Predict the reaction yield, written as a fraction of the theoretical maximum amount of product (1.0 means a 100% yield; for example, 0.34 means a 34% yield). (1) The reactants are [NH2:1][C:2]([CH3:6])([CH3:5])[CH2:3][OH:4].CC(C)([O-])C.[K+].F[C:14]1[CH:19]=[CH:18][C:17]([N+:20]([O-:22])=[O:21])=[CH:16][CH:15]=1.C(OC(C)C)(=O)C. The catalyst is O1CCCC1.O. The product is [CH3:5][C:2]([NH2:1])([CH3:6])[CH2:3][O:4][C:14]1[CH:19]=[CH:18][C:17]([N+:20]([O-:22])=[O:21])=[CH:16][CH:15]=1. The yield is 0.720. (2) The reactants are [NH2:1][C:2]1[NH:3][C:4](=[O:22])[C:5]2[N:11]=[C:10]([C:12]3[CH:17]=[CH:16][C:15]([O:18][CH3:19])=[C:14]([O:20][CH3:21])[CH:13]=3)[CH:9]=[CH:8][C:6]=2[N:7]=1.[C:23](O)(=[O:25])[CH3:24]. The catalyst is C(OC(=O)C)(=O)C. The product is [C:23]([NH:1][C:2]1[NH:3][C:4](=[O:22])[C:5]2[N:11]=[C:10]([C:12]3[CH:17]=[CH:16][C:15]([O:18][CH3:19])=[C:14]([O:20][CH3:21])[CH:13]=3)[CH:9]=[CH:8][C:6]=2[N:7]=1)(=[O:25])[CH3:24]. The yield is 0.770. (3) The product is [CH3:37][O:38][C:5]1[N:6]=[C:7]([NH:26][C:27]2[CH:32]=[CH:31][C:30]([C:33]([F:36])([F:35])[F:34])=[CH:29][CH:28]=2)[C:8]2[CH2:14][CH2:13][N:12]([C:15]3[C:20]([C:21]([F:24])([F:23])[F:22])=[CH:19][CH:18]=[CH:17][N:16]=3)[CH2:11][CH2:10][C:9]=2[N:25]=1. The catalyst is CO.CC(O)=O. The reactants are CS([C:5]1[N:6]=[C:7]([NH:26][C:27]2[CH:32]=[CH:31][C:30]([C:33]([F:36])([F:35])[F:34])=[CH:29][CH:28]=2)[C:8]2[CH2:14][CH2:13][N:12]([C:15]3[C:20]([C:21]([F:24])([F:23])[F:22])=[CH:19][CH:18]=[CH:17][N:16]=3)[CH2:11][CH2:10][C:9]=2[N:25]=1)(=O)=O.[CH3:37][O-:38].[Na+]. The yield is 0.890. (4) The reactants are CC1(C)C2C(=C(P(C3C=CC=CC=3)C3C=CC=CC=3)C=CC=2)OC2C(P(C3C=CC=CC=3)C3C=CC=CC=3)=CC=CC1=2.Br[C:44]1[CH:49]=[C:48]([C:50]([F:53])([F:52])[F:51])[CH:47]=[CH:46][N:45]=1.C(=O)([O-])[O-].[Cs+].[Cs+].[Br:60][C:61]1[CH:62]([OH:69])[NH:63][C:64](=[O:68])[C:65]=1[O:66][CH3:67]. The catalyst is O1CCOCC1.C1C=CC(/C=C/C(/C=C/C2C=CC=CC=2)=O)=CC=1.C1C=CC(/C=C/C(/C=C/C2C=CC=CC=2)=O)=CC=1.C1C=CC(/C=C/C(/C=C/C2C=CC=CC=2)=O)=CC=1.[Pd].[Pd]. The product is [Br:60][C:61]1[CH:62]([OH:69])[N:63]([C:44]2[CH:49]=[C:48]([C:50]([F:53])([F:52])[F:51])[CH:47]=[CH:46][N:45]=2)[C:64](=[O:68])[C:65]=1[O:66][CH3:67]. The yield is 0.0700. (5) The reactants are [CH3:1][O:2][C:3]1[CH:13]=[CH:12][CH:11]=[C:5]2[C:6]([O:8][C:9](=O)[C:4]=12)=[O:7].C([NH2:16])=O. The catalyst is O. The product is [CH3:1][O:2][C:3]1[CH:13]=[CH:12][CH:11]=[C:5]2[C:6]([NH:16][C:9](=[O:8])[C:4]=12)=[O:7]. The yield is 0.370. (6) The reactants are [C:1]([O:4][CH2:5][C:6](=[O:28])[C@@H:7]1[C@:23]2([CH3:24])[CH:10]([CH:11]3[C:20](=[CH:21][CH2:22]2)[C@:19]2([CH3:25])[C:14](=[CH:15][C:16](=[O:26])[CH:17]=[CH:18]2)[CH2:13][CH2:12]3)[CH2:9][C@H:8]1[CH3:27])(=[O:3])[CH3:2].C([SiH](CC)CC)C. The catalyst is C1C=CC(P(C2C=CC=CC=2)C2C=CC=CC=2)=CC=1.C1C=CC(P(C2C=CC=CC=2)C2C=CC=CC=2)=CC=1.C1C=CC(P(C2C=CC=CC=2)C2C=CC=CC=2)=CC=1.[Cl-].[Rh].C(Cl)Cl. The product is [C:1]([O:4][CH2:5][C:6](=[O:28])[C@@H:7]1[C@:23]2([CH3:24])[CH:10]([CH:11]3[C:20](=[CH:21][CH2:22]2)[C@:19]2([CH3:25])[C:14](=[CH:15][C:16](=[O:26])[CH2:17][CH2:18]2)[CH2:13][CH2:12]3)[CH2:9][C@H:8]1[CH3:27])(=[O:3])[CH3:2]. The yield is 0.300. (7) The reactants are C([O:8][C:9]1[CH:14]=[CH:13][C:12]([N:15]([C:20]2[C:39]([CH:40]3[CH2:42][CH2:41]3)=[CH:38][C:23]3[C:24]([C:34]([NH:36][CH3:37])=[O:35])=[C:25]([C:27]4[CH:32]=[CH:31][C:30]([F:33])=[CH:29][CH:28]=4)[O:26][C:22]=3[CH:21]=2)[S:16]([CH3:19])(=[O:18])=[O:17])=[CH:11][C:10]=1[Cl:43])C1C=CC=CC=1.B(Cl)(Cl)Cl.C(Cl)Cl. The catalyst is C(Cl)Cl.CCOC(C)=O. The product is [Cl:43][C:10]1[CH:11]=[C:12]([N:15]([C:20]2[C:39]([CH:40]3[CH2:42][CH2:41]3)=[CH:38][C:23]3[C:24]([C:34]([NH:36][CH3:37])=[O:35])=[C:25]([C:27]4[CH:28]=[CH:29][C:30]([F:33])=[CH:31][CH:32]=4)[O:26][C:22]=3[CH:21]=2)[S:16]([CH3:19])(=[O:18])=[O:17])[CH:13]=[CH:14][C:9]=1[OH:8]. The yield is 0.370. (8) The reactants are CO[C:3](=[O:20])[CH:4]([C:12]1[CH:17]=[CH:16][C:15]([Cl:18])=[C:14]([Cl:19])[CH:13]=1)[CH2:5][CH:6]1[CH2:10][CH2:9][CH:8]([OH:11])[CH2:7]1.[NH2:21][C:22]1[S:23][CH:24]=[CH:25][N:26]=1.C[O-].[Mg+2].C[O-].CO. No catalyst specified. The product is [Cl:19][C:14]1[CH:13]=[C:12]([CH:4]([CH2:5][CH:6]2[CH2:10][CH2:9][CH:8]([OH:11])[CH2:7]2)[C:3]([NH:21][C:22]2[S:23][CH:24]=[CH:25][N:26]=2)=[O:20])[CH:17]=[CH:16][C:15]=1[Cl:18]. The yield is 0.540. (9) The catalyst is C(Cl)Cl. The product is [Cl:1][C:2]1[CH:7]=[CH:6][CH:5]=[C:4]([Cl:8])[C:3]=1[NH:9][C:10](=[O:28])[NH:11][C:12]1[CH:17]=[CH:16][C:15]([CH2:18][C:19]([OH:21])=[O:20])=[CH:14][C:13]=1[O:26][CH3:27]. The yield is 0.760. The reactants are [Cl:1][C:2]1[CH:7]=[CH:6][CH:5]=[C:4]([Cl:8])[C:3]=1[NH:9][C:10](=[O:28])[NH:11][C:12]1[CH:17]=[CH:16][C:15]([CH2:18][C:19]([O:21]C(C)(C)C)=[O:20])=[CH:14][C:13]=1[O:26][CH3:27].C(O)(C(F)(F)F)=O. (10) The yield is 0.240. The catalyst is C1(C)C=CC=CC=1. The reactants are [N:1]1[C:10]2[CH:9]=[CH:8][NH:7][C:6](=O)[C:5]=2[CH:4]=[CH:3][CH:2]=1.P(Cl)(Cl)([Cl:14])=O.C(N(CC)C(C)C)(C)C. The product is [Cl:14][C:6]1[N:7]=[CH:8][CH:9]=[C:10]2[C:5]=1[CH:4]=[CH:3][CH:2]=[N:1]2.